The task is: Binary Classification. Given a miRNA mature sequence and a target amino acid sequence, predict their likelihood of interaction.. This data is from Experimentally validated miRNA-target interactions with 360,000+ pairs, plus equal number of negative samples. (1) The miRNA is hsa-miR-377-3p with sequence AUCACACAAAGGCAACUUUUGU. The protein sequence of the target gene is MRSAAKPWNPAIRAGGHGPDRVRPLPAASSGMKSSKSSTSLAFESRLSRLKRASSEDTLNKPGSTAASGVVRLKKTATAGAISELTESRLRSGTGAFTTTKRTGIPAPREFSVTVSRERSVPRGPSNPRKSVSSPTSSNTPTPTKHLRTPSTKPKQENEGGEKAALESQVRELLAEAKAKDSEINRLRSELKKYKEKRTLNAEGTDALGPNVDGTSVSPGDTEPMIRALEEKNKNFQKELSDLEEENRVLKEKLIYLEHSPNSEGAASHTGDSSCPTSITQESSFGSPTGNQMSSDIDEY.... Result: 1 (interaction). (2) The protein sequence of the target gene is MGPMWRMRGGATRRGSCCGGDGAADGRGPGRSGRARGGGSPSGGGGGVGWRGRADGARQQLEERFADLAASHLEAIRARDEWDRQNARLRQENARLRLENRRLKRENRSLFRQALRLPGEGGNGTPAEARRVPEEASTNRRARDSGREDEPGSPRALRARLEKLEAMYRRALLQLHLEQRGPRPSGDKEEQPLQEPDSGLRSRDSEPSGPWL. Result: 0 (no interaction). The miRNA is mmu-miR-764-3p with sequence AGGAGGCCAUAGUGGCAACUGU. (3) Result: 0 (no interaction). The protein sequence of the target gene is MAERGGDGGESERFNPGELRMAQQQALRFRGPAPPPNAVMRGPPPLMRPPPPFGMMRGPPPPPRPPFGRPPFDPNMPPMPPPGGIPPPMGPPHLQRPPFMPPPMSSMPPPPGMMFPPGMPPVTAPGTPALPPTEEIWVENKTPDGKVYYYNARTRESAWTKPDGVKVIQQSELTPMLAAQAQVQAQAQAQAQAQAQAQAQAQAQAQAQAQAQAQAQAQAQAQAQAQAQAQAQAQAQAQAQAQVQAQVQAQVQAQAVGASTPTTSSPAPAVSTSTSSSTPSSTTSTTTTATSVAQTVSTPT.... The miRNA is hsa-miR-6722-3p with sequence UGCAGGGGUCGGGUGGGCCAGG. (4) Result: 0 (no interaction). The protein sequence of the target gene is MAANYSSTSSRKEHVKVTSEPQPGFLERLSETSGGMFVGLMTFLLSFYLIFTNEGRALKTATSLAEGLSLVVSPDSIHSVAPENEGRLVHIIGALRTSKLLSDPNYGVHLPAVKLRRHVEMYQWVETEESSEYTEDGQVKKETKYSYNTEWRSEIVNSRNFDREIGHKNPSAMAVESFTATAPFVQIGRFFLSAGLIDKIDNFKALSLAKLEDPHVDIIRRGDFFYHSENPKYPEVGDVRVSFSYAGLSSDDPDLGPAHVVTVIARQRGDQLIPYSTKSGDTLLLLHHGDFSAEEVFRRE.... The miRNA is hsa-miR-6773-5p with sequence UUGGGCCCAGGAGUAAACAGGAU.